Task: Predict the reaction yield, written as a fraction of the theoretical maximum amount of product (1.0 means a 100% yield; for example, 0.34 means a 34% yield).. Dataset: Reaction yield outcomes from USPTO patents with 853,638 reactions The catalyst is [Cl-].C([N+]1C(C)=C(CCO)SC=1)C1C=CC=CC=1.C(O)C. The reactants are C(N(CC)CC)C.[CH:8]([C:10]1[C:18]2[C:13](=[CH:14][CH:15]=[CH:16][CH:17]=2)[N:12](C(OC(C)(C)C)=O)[CH:11]=1)=[O:9].[F:26][C:27]1[CH:44]=[CH:43][C:30]([CH:31]=[N:32][C:33]2[CH:34]=[C:35]([CH2:41][OH:42])[CH:36]=[C:37]([O:39][CH3:40])[CH:38]=2)=[CH:29][CH:28]=1. The yield is 0.150. The product is [F:26][C:27]1[CH:28]=[CH:29][C:30]([CH:31]([NH:32][C:33]2[CH:38]=[C:37]([O:39][CH3:40])[CH:36]=[C:35]([CH2:41][OH:42])[CH:34]=2)[C:8]([C:10]2[C:18]3[C:13](=[CH:14][CH:15]=[CH:16][CH:17]=3)[NH:12][CH:11]=2)=[O:9])=[CH:43][CH:44]=1.